Dataset: Forward reaction prediction with 1.9M reactions from USPTO patents (1976-2016). Task: Predict the product of the given reaction. (1) Given the reactants [C:1]([N:4]1[C:12]2[C:7](=[CH:8][C:9]([C:13]([O:15]CC3C=CC=CC=3)=[O:14])=[CH:10][CH:11]=2)[CH:6]=[CH:5]1)(=[O:3])[CH3:2].[H][H], predict the reaction product. The product is: [C:1]([N:4]1[C:12]2[C:7](=[CH:8][C:9]([C:13]([OH:15])=[O:14])=[CH:10][CH:11]=2)[CH2:6][CH2:5]1)(=[O:3])[CH3:2]. (2) The product is: [Cl:24][C:25]1[CH:30]=[CH:29][C:28]([S:31]([NH:1][C:2]2[CH:7]=[N:6][CH:5]=[C:4]([C:8]3[S:12][C:11]([C:13]4[CH:14]=[C:15]5[C:19](=[CH:20][CH:21]=4)[C:18](=[O:22])[N:17]([CH3:23])[CH2:16]5)=[CH:10][CH:9]=3)[CH:3]=2)(=[O:33])=[O:32])=[CH:27][CH:26]=1. Given the reactants [NH2:1][C:2]1[CH:3]=[C:4]([C:8]2[S:12][C:11]([C:13]3[CH:14]=[C:15]4[C:19](=[CH:20][CH:21]=3)[C:18](=[O:22])[N:17]([CH3:23])[CH2:16]4)=[CH:10][CH:9]=2)[CH:5]=[N:6][CH:7]=1.[Cl:24][C:25]1[CH:30]=[CH:29][C:28]([S:31](Cl)(=[O:33])=[O:32])=[CH:27][CH:26]=1, predict the reaction product.